This data is from Peptide-MHC class II binding affinity with 134,281 pairs from IEDB. The task is: Regression. Given a peptide amino acid sequence and an MHC pseudo amino acid sequence, predict their binding affinity value. This is MHC class II binding data. (1) The peptide sequence is DLGYAPATPAAPGAG. The MHC is HLA-DPA10201-DPB10501 with pseudo-sequence HLA-DPA10201-DPB10501. The binding affinity (normalized) is 0.0331. (2) The peptide sequence is QAAVVRFQEAANKQK. The MHC is DRB1_0404 with pseudo-sequence DRB1_0404. The binding affinity (normalized) is 0.643.